Dataset: NCI-60 drug combinations with 297,098 pairs across 59 cell lines. Task: Regression. Given two drug SMILES strings and cell line genomic features, predict the synergy score measuring deviation from expected non-interaction effect. (1) Drug 1: CC(C)(C#N)C1=CC(=CC(=C1)CN2C=NC=N2)C(C)(C)C#N. Drug 2: CC1=C(C(=O)C2=C(C1=O)N3CC4C(C3(C2COC(=O)N)OC)N4)N. Cell line: OVCAR-4. Synergy scores: CSS=1.22, Synergy_ZIP=-1.68, Synergy_Bliss=-1.74, Synergy_Loewe=-5.24, Synergy_HSA=-2.57. (2) Drug 1: C1C(C(OC1N2C=C(C(=O)NC2=O)F)CO)O. Drug 2: CCN(CC)CCCC(C)NC1=C2C=C(C=CC2=NC3=C1C=CC(=C3)Cl)OC. Cell line: HOP-92. Synergy scores: CSS=28.6, Synergy_ZIP=-9.13, Synergy_Bliss=-4.02, Synergy_Loewe=-0.403, Synergy_HSA=0.387.